This data is from Forward reaction prediction with 1.9M reactions from USPTO patents (1976-2016). The task is: Predict the product of the given reaction. (1) Given the reactants [F:1][C:2]1[CH:7]=[CH:6][C:5]([C:8]2[C:13](/[CH:14]=[CH:15]/[CH:16]([OH:25])[CH2:17][C:18]([O:20]C(C)(C)C)=[O:19])=[C:12]([CH:26]([CH3:28])[CH3:27])[N:11]=[C:10]([N:29]([CH3:34])[S:30]([CH3:33])(=[O:32])=[O:31])[N:9]=2)=[CH:4][CH:3]=1.[OH-].[Na+].C(OCC)(=O)C.CCCCCC.O, predict the reaction product. The product is: [F:1][C:2]1[CH:7]=[CH:6][C:5]([C:8]2[C:13](/[CH:14]=[CH:15]/[CH:16]([OH:25])[CH2:17][C:18]([OH:20])=[O:19])=[C:12]([CH:26]([CH3:28])[CH3:27])[N:11]=[C:10]([N:29]([CH3:34])[S:30]([CH3:33])(=[O:32])=[O:31])[N:9]=2)=[CH:4][CH:3]=1. (2) Given the reactants [OH:1][C:2]1[C:3]2[O:19][N:18]=[C:17]([C:20]3[CH:25]=[CH:24][CH:23]=[CH:22][CH:21]=3)[C:4]=2[C:5]([C:13]([F:16])([F:15])[F:14])=[N:6][C:7]=1[C:8](OCC)=[O:9].[NH2:26][CH2:27][C:28]([OH:30])=[O:29].[O-]CC.[Na+].Cl, predict the reaction product. The product is: [OH:1][C:2]1[C:3]2[O:19][N:18]=[C:17]([C:20]3[CH:25]=[CH:24][CH:23]=[CH:22][CH:21]=3)[C:4]=2[C:5]([C:13]([F:14])([F:15])[F:16])=[N:6][C:7]=1[C:8]([NH:26][CH2:27][C:28]([OH:30])=[O:29])=[O:9]. (3) The product is: [NH2:8][C:9]1[C:10]([C:27]2[O:31][C:30]([CH2:32][C:33]([OH:35])=[O:34])=[N:29][N:28]=2)=[N:11][C:12]([C:15]2[CH:20]=[CH:19][C:18]([S:21]([CH:24]([CH3:26])[CH3:25])(=[O:23])=[O:22])=[CH:17][CH:16]=2)=[CH:13][N:14]=1. Given the reactants C(O)(C(F)(F)F)=O.[NH2:8][C:9]1[C:10]([C:27]2[O:31][C:30]([CH2:32][C:33]([O:35]C(C)(C)C)=[O:34])=[N:29][N:28]=2)=[N:11][C:12]([C:15]2[CH:20]=[CH:19][C:18]([S:21]([CH:24]([CH3:26])[CH3:25])(=[O:23])=[O:22])=[CH:17][CH:16]=2)=[CH:13][N:14]=1, predict the reaction product. (4) Given the reactants C[O:2][C:3](=[O:12])[C:4]1[C:9]([Cl:10])=[CH:8][C:7]([Cl:11])=[N:6][CH:5]=1.[Li+].[OH-], predict the reaction product. The product is: [Cl:10][C:9]1[C:4]([C:3]([OH:12])=[O:2])=[CH:5][N:6]=[C:7]([Cl:11])[CH:8]=1. (5) Given the reactants [C-:1]#[N:2].[K+].FC(F)(F)S(O[C:10]1[CH:15]=[CH:14][C:13]([N+:16]([O-:18])=[O:17])=[C:12]([CH3:19])[C:11]=1[CH3:20])(=O)=O.S([O-])(O)(=O)=O.[K+].O, predict the reaction product. The product is: [CH3:20][C:11]1[C:12]([CH3:19])=[C:13]([N+:16]([O-:18])=[O:17])[CH:14]=[CH:15][C:10]=1[C:1]#[N:2].